This data is from Peptide-MHC class II binding affinity with 134,281 pairs from IEDB. The task is: Regression. Given a peptide amino acid sequence and an MHC pseudo amino acid sequence, predict their binding affinity value. This is MHC class II binding data. (1) The peptide sequence is KCRAPGGAKKPLRPR. The MHC is HLA-DQA10501-DQB10302 with pseudo-sequence HLA-DQA10501-DQB10302. The binding affinity (normalized) is 0. (2) The peptide sequence is AFKVAETAANAAPAN. The MHC is HLA-DPA10201-DPB11401 with pseudo-sequence HLA-DPA10201-DPB11401. The binding affinity (normalized) is 0.810. (3) The peptide sequence is RELKCGDGIFIFRDS. The MHC is HLA-DQA10501-DQB10303 with pseudo-sequence HLA-DQA10501-DQB10303. The binding affinity (normalized) is 0. (4) The peptide sequence is ALSVLVGLTAATVAI. The MHC is DRB3_0101 with pseudo-sequence DRB3_0101. The binding affinity (normalized) is 0.225. (5) The peptide sequence is LQLVGIQRAGLAPTG. The MHC is DRB1_1101 with pseudo-sequence DRB1_1101. The binding affinity (normalized) is 0.908. (6) The peptide sequence is EKKYFAATQEEPLAA. The MHC is HLA-DQA10501-DQB10201 with pseudo-sequence HLA-DQA10501-DQB10201. The binding affinity (normalized) is 0.720.